This data is from Forward reaction prediction with 1.9M reactions from USPTO patents (1976-2016). The task is: Predict the product of the given reaction. Given the reactants [CH2:1]([O:8][C:9]1[CH:18]=[C:17]2[C:12]([C:13](Cl)=[N:14][CH:15]=[N:16]2)=[CH:11][C:10]=1[O:20][CH3:21])[C:2]1[CH:7]=[CH:6][CH:5]=[CH:4][CH:3]=1.[F:22][C:23]1[C:31]([OH:32])=[CH:30][CH:29]=[C:28]2[C:24]=1[CH:25]=[C:26]([CH3:33])[NH:27]2.C(=O)([O-])[O-].[K+].[K+], predict the reaction product. The product is: [CH2:1]([O:8][C:9]1[CH:18]=[C:17]2[C:12]([C:13]([O:32][C:31]3[C:23]([F:22])=[C:24]4[C:28](=[CH:29][CH:30]=3)[NH:27][C:26]([CH3:33])=[CH:25]4)=[N:14][CH:15]=[N:16]2)=[CH:11][C:10]=1[O:20][CH3:21])[C:2]1[CH:7]=[CH:6][CH:5]=[CH:4][CH:3]=1.